The task is: Predict the reactants needed to synthesize the given product.. This data is from Full USPTO retrosynthesis dataset with 1.9M reactions from patents (1976-2016). (1) Given the product [OH:13][C:8]1([C:2]2[CH:7]=[CH:6][CH:5]=[CH:4][N:3]=2)[CH2:12][CH2:11][CH2:10][CH2:9]1, predict the reactants needed to synthesize it. The reactants are: Br[C:2]1[CH:7]=[CH:6][CH:5]=[CH:4][N:3]=1.[C:8]1(=[O:13])[CH2:12][CH2:11][CH2:10][CH2:9]1. (2) Given the product [Cl:46][C:28]1[CH:27]=[CH:26][CH:25]=[C:24]2[C:29]=1[C:30](=[O:45])[N:31]([N:32]1[CH2:37][CH2:36][NH:35][CH2:34][CH2:33]1)[C:22]([C@@H:19]([NH:18][C:16](=[O:17])[O:15][CH2:14][CH:12]1[C:13]3[CH:1]=[CH:2][CH:3]=[CH:4][C:5]=3[C:6]3[C:11]1=[CH:10][CH:9]=[CH:8][CH:7]=3)[CH2:20][CH3:21])=[N:23]2, predict the reactants needed to synthesize it. The reactants are: [CH:1]1[C:13]2[CH:12]([CH2:14][O:15][C:16]([NH:18][C@H:19]([C:22]3[N:31]([N:32]4[CH2:37][CH2:36][N:35](C(OC(C)(C)C)=O)[CH2:34][CH2:33]4)[C:30](=[O:45])[C:29]4[C:24](=[CH:25][CH:26]=[CH:27][C:28]=4[Cl:46])[N:23]=3)[CH2:20][CH3:21])=[O:17])[C:11]3[C:6](=[CH:7][CH:8]=[CH:9][CH:10]=3)[C:5]=2[CH:4]=[CH:3][CH:2]=1.FC(F)(F)C(O)=O. (3) Given the product [NH2:1][C:2]1[N:7]=[C:6]([S:8]([NH:11][C:12]([C:14]2[C:15]([N:21]3[CH2:25][C@@H:24]([CH3:26])[CH2:23][C:22]3([CH3:28])[CH3:27])=[N:16][C:17]([O:34][CH2:33][CH2:32][O:31][CH2:29][CH3:30])=[CH:18][CH:19]=2)=[O:13])(=[O:10])=[O:9])[CH:5]=[CH:4][CH:3]=1, predict the reactants needed to synthesize it. The reactants are: [NH2:1][C:2]1[N:7]=[C:6]([S:8]([NH:11][C:12]([C:14]2[C:15]([N:21]3[CH2:25][C@@H:24]([CH3:26])[CH2:23][C:22]3([CH3:28])[CH3:27])=[N:16][C:17](Cl)=[CH:18][CH:19]=2)=[O:13])(=[O:10])=[O:9])[CH:5]=[CH:4][CH:3]=1.[CH2:29]([O:31][CH2:32][CH2:33][OH:34])[CH3:30].[H-].[Na+]. (4) The reactants are: [F:1][C:2]([F:25])([F:24])[C:3]1[N:8]=[CH:7][C:6]([NH:9][C@H:10]2[C@@H:15]3[CH2:16][C@@H:12]([CH2:13][N:14]3C(OC(C)(C)C)=O)[CH2:11]2)=[CH:5][CH:4]=1.Cl. Given the product [F:25][C:2]([F:1])([F:24])[C:3]1[N:8]=[CH:7][C:6]([NH:9][C@H:10]2[C@@H:15]3[CH2:16][C@@H:12]([CH2:13][NH:14]3)[CH2:11]2)=[CH:5][CH:4]=1, predict the reactants needed to synthesize it.